Task: Predict the reactants needed to synthesize the given product.. Dataset: Full USPTO retrosynthesis dataset with 1.9M reactions from patents (1976-2016) Given the product [CH2:15]([N:1]1[C:11]2[C:6](=[CH:7][CH:8]=[CH:9][CH:10]=2)[C:4](=[O:5])[C:2]1=[O:3])[CH2:16][CH2:17][CH2:18][CH3:19], predict the reactants needed to synthesize it. The reactants are: [NH:1]1[C:11]2[C:6](=[CH:7][CH:8]=[CH:9][CH:10]=2)[C:4](=[O:5])[C:2]1=[O:3].[H-].[Na+].Br[CH2:15][CH2:16][CH2:17][CH2:18][CH3:19].